This data is from Forward reaction prediction with 1.9M reactions from USPTO patents (1976-2016). The task is: Predict the product of the given reaction. (1) The product is: [CH3:1][S:2][C:3]1[N:8]=[CH:7][C:6]2=[C:9]([OH:21])[CH:10]=[CH:11][N:5]2[N:4]=1. Given the reactants [CH3:1][S:2][C:3]1[N:8]=[CH:7][C:6]2=[C:9](B3OC(C)(C)C(C)(C)O3)[CH:10]=[CH:11][N:5]2[N:4]=1.[O:21]1CCCC1.OO.[OH-].[Na+].O, predict the reaction product. (2) Given the reactants [CH2:1]([O:3][C:4]1[CH:9]=[C:8]([O:10][CH2:11][CH2:12][CH2:13][C:14]2[C:15]([O:29][CH2:30][CH3:31])=[N:16][N:17]([C:19]3[CH:24]=[C:23]([C:25]([F:28])([F:27])[F:26])[CH:22]=[CH:21][N:20]=3)[CH:18]=2)[CH:7]=[CH:6][C:5]=1[CH2:32][CH2:33][C:34]([O:36]C)=[O:35])[CH3:2].[OH-].[Na+].O1CCCC1.Cl, predict the reaction product. The product is: [CH2:1]([O:3][C:4]1[CH:9]=[C:8]([O:10][CH2:11][CH2:12][CH2:13][C:14]2[C:15]([O:29][CH2:30][CH3:31])=[N:16][N:17]([C:19]3[CH:24]=[C:23]([C:25]([F:28])([F:26])[F:27])[CH:22]=[CH:21][N:20]=3)[CH:18]=2)[CH:7]=[CH:6][C:5]=1[CH2:32][CH2:33][C:34]([OH:36])=[O:35])[CH3:2].